From a dataset of Full USPTO retrosynthesis dataset with 1.9M reactions from patents (1976-2016). Predict the reactants needed to synthesize the given product. (1) Given the product [Br:17][CH2:18][CH2:19][O:1][C:2]1[CH:11]=[C:10]2[C:5]([CH2:6][CH2:7][CH:8]([C:12]([O:14][CH2:15][CH3:16])=[O:13])[O:9]2)=[CH:4][CH:3]=1, predict the reactants needed to synthesize it. The reactants are: [OH:1][C:2]1[CH:11]=[C:10]2[C:5]([CH2:6][CH2:7][CH:8]([C:12]([O:14][CH2:15][CH3:16])=[O:13])[O:9]2)=[CH:4][CH:3]=1.[Br:17][CH2:18][CH2:19]O.C1(P(C2C=CC=CC=2)C2C=CC=CC=2)C=CC=CC=1.N(C(OC(C)C)=O)=NC(OC(C)C)=O. (2) The reactants are: Cl.[NH2:2][C:3]1([C:11]([O:13][CH3:14])=[O:12])[CH2:8][CH2:7][C:6]([F:10])([F:9])[CH2:5][CH2:4]1.C(N(CC)CC)C.[Cl:22][C:23]1[CH:28]=[CH:27][C:26]([C:29]2[CH:34]=[CH:33][C:32]([CH3:35])=[C:31]([CH2:36][C:37](O)=[O:38])[C:30]=2[CH3:40])=[CH:25][CH:24]=1.P(Cl)(Cl)(Cl)=O. Given the product [Cl:22][C:23]1[CH:24]=[CH:25][C:26]([C:29]2[CH:34]=[CH:33][C:32]([CH3:35])=[C:31]([CH2:36][C:37]([NH:2][C:3]3([C:11]([O:13][CH3:14])=[O:12])[CH2:8][CH2:7][C:6]([F:10])([F:9])[CH2:5][CH2:4]3)=[O:38])[C:30]=2[CH3:40])=[CH:27][CH:28]=1, predict the reactants needed to synthesize it. (3) The reactants are: Br[C:2]1[CH:14]=[CH:13][C:12]([Cl:15])=[CH:11][C:3]=1[CH2:4][C:5]1[N:9]=[C:8]([CH3:10])[O:7][N:6]=1.[F:16][C:17]1[CH:34]=[CH:33][C:20]([CH2:21][N:22]2[CH2:27][CH2:26][N:25]([C:28](=[O:31])[CH:29]=[CH2:30])[C@H:24]([CH3:32])[CH2:23]2)=[CH:19][CH:18]=1. Given the product [Cl:15][C:12]1[CH:13]=[CH:14][C:2](/[CH:30]=[CH:29]/[C:28]([N:25]2[CH2:26][CH2:27][N:22]([CH2:21][C:20]3[CH:19]=[CH:18][C:17]([F:16])=[CH:34][CH:33]=3)[CH2:23][C@H:24]2[CH3:32])=[O:31])=[C:3]([CH2:4][C:5]2[N:9]=[C:8]([CH3:10])[O:7][N:6]=2)[CH:11]=1, predict the reactants needed to synthesize it. (4) Given the product [CH3:20][O:21][C:22](=[O:31])[C:23]1[CH:29]=[C:28]([I:30])[CH:27]=[CH:26][C:24]=1[O:18][CH2:17][CH2:16][C:14]1[N:15]=[C:11]([S:10][C:7]([CH3:9])([CH3:8])[C:6]([O:5][C:1]([CH3:2])([CH3:4])[CH3:3])=[O:19])[S:12][CH:13]=1, predict the reactants needed to synthesize it. The reactants are: [C:1]([O:5][C:6](=[O:19])[C:7]([S:10][C:11]1[S:12][CH:13]=[C:14]([CH2:16][CH2:17][OH:18])[N:15]=1)([CH3:9])[CH3:8])([CH3:4])([CH3:3])[CH3:2].[CH3:20][O:21][C:22](=[O:31])[C:23]1[C:24](=[CH:26][CH:27]=[C:28]([I:30])[CH:29]=1)O.C1(P(C2C=CC=CC=2)C2C=CC=CC=2)C=CC=CC=1.[N+](C(OCC)=O)(C(OCC)=O)=[N-].